From a dataset of Forward reaction prediction with 1.9M reactions from USPTO patents (1976-2016). Predict the product of the given reaction. (1) Given the reactants [OH:1][C:2]1[C:3]([C:12]#[N:13])=[CH:4][C:5]2[CH:6]=[CH:7][CH2:8][CH2:9][C:10]=2[CH:11]=1.[Cl:14][C:15]1[CH:24]=[C:23]([Cl:25])[CH:22]=[CH:21][C:16]=1[C:17](=[O:20])[CH2:18]Cl.C(=O)([O-])[O-].[K+].[K+].C(OCC)(=O)C, predict the reaction product. The product is: [NH2:13][C:12]1[C:3]2[CH:4]=[C:5]3[C:10]([CH2:9][CH2:8][CH:7]=[CH:6]3)=[CH:11][C:2]=2[O:1][C:18]=1[C:17]([C:16]1[CH:21]=[CH:22][C:23]([Cl:25])=[CH:24][C:15]=1[Cl:14])=[O:20]. (2) Given the reactants FC(F)(F)C(O)=O.[CH:8]([N:11]1[CH2:16][CH2:15][CH:14]([NH:17][C:18]([C:20]2[CH:25]=[CH:24][C:23]([C:26]3[CH:31]=[CH:30][C:29]([CH2:32][C@H:33]([NH:48][C:49]([C@H:51]4[CH2:56][CH2:55][C@H:54]([CH2:57][NH:58]C(=O)OC(C)(C)C)[CH2:53][CH2:52]4)=[O:50])[C:34](=[O:47])[NH:35][C:36]4[CH:41]=[CH:40][C:39]([C:42]5[N:43]=[N:44][NH:45][N:46]=5)=[CH:38][CH:37]=4)=[CH:28][CH:27]=3)=[C:22]([CH3:66])[CH:21]=2)=[O:19])[CH2:13][CH2:12]1)([CH3:10])[CH3:9].[ClH:67], predict the reaction product. The product is: [ClH:67].[NH2:58][CH2:57][C@H:54]1[CH2:55][CH2:56][C@H:51]([C:49]([NH:48][C@H:33]([C:34](=[O:47])[NH:35][C:36]2[CH:41]=[CH:40][C:39]([C:42]3[N:43]=[N:44][NH:45][N:46]=3)=[CH:38][CH:37]=2)[CH2:32][C:29]2[CH:28]=[CH:27][C:26]([C:23]3[CH:24]=[CH:25][C:20]([C:18]([NH:17][CH:14]4[CH2:13][CH2:12][N:11]([CH:8]([CH3:9])[CH3:10])[CH2:16][CH2:15]4)=[O:19])=[CH:21][C:22]=3[CH3:66])=[CH:31][CH:30]=2)=[O:50])[CH2:52][CH2:53]1. (3) Given the reactants [F:1][C:2]1[CH:7]=[CH:6][CH:5]=[CH:4][C:3]=1[S:8][C:9]1[C:17]2[C:12](=[CH:13][CH:14]=[CH:15][CH:16]=2)[N:11]([C:18]2[N:23]=[C:22]([NH2:24])[C:21]([NH2:25])=[C:20]([NH2:26])[N:19]=2)[N:10]=1.CN1CCCC1=O.[C:34](O[C:34]([O:36][CH3:37])=[O:35])([O:36][CH3:37])=[O:35], predict the reaction product. The product is: [CH3:37][O:36][C:34](=[O:35])[NH:25][C:21]1[C:20]([NH2:26])=[N:19][C:18]([N:11]2[C:12]3[C:17](=[CH:16][CH:15]=[CH:14][CH:13]=3)[C:9]([S:8][C:3]3[CH:4]=[CH:5][CH:6]=[CH:7][C:2]=3[F:1])=[N:10]2)=[N:23][C:22]=1[NH2:24]. (4) The product is: [NH2:8][CH2:9][CH2:10][CH2:11][CH2:12][CH2:13][C:14]([O:16][C:17]1[CH:18]=[C:19]2[C:23](=[CH:24][CH:25]=1)[NH:22][CH:21]=[C:20]2[CH2:26][CH2:27][NH:28][C:29]1[N:37]=[C:36]([C:38]2[C:39]3[CH:46]=[CH:45][CH:44]=[CH:43][C:40]=3[S:41][CH:42]=2)[N:35]=[C:34]2[C:30]=1[N:31]=[CH:32][N:33]2[CH:47]([CH3:49])[CH3:48])=[O:15]. Given the reactants C(OC([NH:8][CH2:9][CH2:10][CH2:11][CH2:12][CH2:13][C:14]([O:16][C:17]1[CH:18]=[C:19]2[C:23](=[CH:24][CH:25]=1)[NH:22][CH:21]=[C:20]2[CH2:26][CH2:27][NH:28][C:29]1[N:37]=[C:36]([C:38]2[C:39]3[CH:46]=[CH:45][CH:44]=[CH:43][C:40]=3[S:41][CH:42]=2)[N:35]=[C:34]2[C:30]=1[N:31]=[CH:32][N:33]2[CH:47]([CH3:49])[CH3:48])=[O:15])=O)(C)(C)C.C(O)(C(F)(F)F)=O, predict the reaction product. (5) Given the reactants [H-].[Na+].[C:3]([O:12][CH:13]([CH3:15])[CH3:14])(=[O:11])[CH2:4][C:5]([O:7][CH:8]([CH3:10])[CH3:9])=[O:6].C([O-])(=O)CC([O-])=O.Br[CH2:24][C:25]([O:30][CH3:31])([O:28][CH3:29])[CH2:26]Br.[Cl-].[NH4+], predict the reaction product. The product is: [CH:13]([O:12][C:3]([C:4]1([C:5]([O:7][CH:8]([CH3:9])[CH3:10])=[O:6])[CH2:26][C:25]([O:30][CH3:31])([O:28][CH3:29])[CH2:24]1)=[O:11])([CH3:15])[CH3:14]. (6) Given the reactants [F:1][C@@H:2]1[CH2:7][CH2:6][N:5]([C:8]2[CH:13]=[CH:12][N:11]=[CH:10][C:9]=2[N+:14]([O-])=O)[CH2:4][C@H:3]1[NH:17][C:18](=[O:24])[O:19][C:20]([CH3:23])([CH3:22])[CH3:21], predict the reaction product. The product is: [NH2:14][C:9]1[CH:10]=[N:11][CH:12]=[CH:13][C:8]=1[N:5]1[CH2:6][CH2:7][C@@H:2]([F:1])[C@H:3]([NH:17][C:18](=[O:24])[O:19][C:20]([CH3:22])([CH3:21])[CH3:23])[CH2:4]1. (7) Given the reactants [CH3:1][C:2]1([C:5]2[CH:6]=[C:7]([NH:17][C:18]([NH:20][C:21]3[CH:22]=[N:23][C:24]([N:27]4[CH2:32][CH2:31][NH:30][CH2:29][CH2:28]4)=[CH:25][CH:26]=3)=[O:19])[N:8]([C:10]3[CH:15]=[CH:14][C:13]([CH3:16])=[CH:12][CH:11]=3)[N:9]=2)[CH2:4][CH2:3]1.[CH3:33][C:34]([CH3:41])([CH2:38][CH2:39][CH3:40])[C:35](O)=[O:36].Cl.CN(C)CCCN=C=NCC, predict the reaction product. The product is: [CH3:33][C:34]([CH3:41])([CH2:38][CH2:39][CH3:40])[C:35]([N:30]1[CH2:31][CH2:32][N:27]([CH:24]2[NH:23][CH2:22][CH:21]([NH:20][C:18]([NH:17][C:7]3[N:8]([C:10]4[CH:15]=[CH:14][C:13]([CH3:16])=[CH:12][CH:11]=4)[N:9]=[C:5]([C:2]4([CH3:1])[CH2:3][CH2:4]4)[CH:6]=3)=[O:19])[CH2:26][CH2:25]2)[CH2:28][CH2:29]1)=[O:36].